Task: Predict the reactants needed to synthesize the given product.. Dataset: Full USPTO retrosynthesis dataset with 1.9M reactions from patents (1976-2016) (1) Given the product [Cl:1][C:2]1[CH:7]=[C:6]([C:8]#[C:9][C:10]2[N:11]=[C:12]([CH3:15])[N:13]([C:22]3[CH:21]=[CH:20][CH:19]=[C:18]([O:17][CH3:16])[CH:23]=3)[CH:14]=2)[CH:5]=[CH:4][N:3]=1, predict the reactants needed to synthesize it. The reactants are: [Cl:1][C:2]1[CH:7]=[C:6]([C:8]#[C:9][C:10]2[N:11]=[C:12]([CH3:15])[NH:13][CH:14]=2)[CH:5]=[CH:4][N:3]=1.[CH3:16][O:17][C:18]1[CH:19]=[C:20](B(O)O)[CH:21]=[CH:22][CH:23]=1. (2) Given the product [CH2:1]([C@@H:8]([NH:12][C:13](=[O:19])[O:14][C:15]([CH3:18])([CH3:17])[CH3:16])[CH:9]([OH:11])[CH3:10])[C:2]1[CH:7]=[CH:6][CH:5]=[CH:4][CH:3]=1, predict the reactants needed to synthesize it. The reactants are: [CH2:1]([C@@H:8]([NH:12][C:13](=[O:19])[O:14][C:15]([CH3:18])([CH3:17])[CH3:16])[C:9](=[O:11])[CH3:10])[C:2]1[CH:7]=[CH:6][CH:5]=[CH:4][CH:3]=1.[BH4-].[Na+].